Dataset: NCI-60 drug combinations with 297,098 pairs across 59 cell lines. Task: Regression. Given two drug SMILES strings and cell line genomic features, predict the synergy score measuring deviation from expected non-interaction effect. (1) Drug 1: CC1C(C(CC(O1)OC2CC(CC3=C2C(=C4C(=C3O)C(=O)C5=C(C4=O)C(=CC=C5)OC)O)(C(=O)CO)O)N)O.Cl. Drug 2: CC1=C(N=C(N=C1N)C(CC(=O)N)NCC(C(=O)N)N)C(=O)NC(C(C2=CN=CN2)OC3C(C(C(C(O3)CO)O)O)OC4C(C(C(C(O4)CO)O)OC(=O)N)O)C(=O)NC(C)C(C(C)C(=O)NC(C(C)O)C(=O)NCCC5=NC(=CS5)C6=NC(=CS6)C(=O)NCCC[S+](C)C)O. Cell line: SF-268. Synergy scores: CSS=40.8, Synergy_ZIP=-0.382, Synergy_Bliss=-0.00767, Synergy_Loewe=-1.54, Synergy_HSA=3.78. (2) Drug 1: C1=C(C(=O)NC(=O)N1)F. Drug 2: CCCS(=O)(=O)NC1=C(C(=C(C=C1)F)C(=O)C2=CNC3=C2C=C(C=N3)C4=CC=C(C=C4)Cl)F. Cell line: MCF7. Synergy scores: CSS=32.0, Synergy_ZIP=5.80, Synergy_Bliss=5.37, Synergy_Loewe=1.68, Synergy_HSA=4.47. (3) Drug 1: C1CCC(C1)C(CC#N)N2C=C(C=N2)C3=C4C=CNC4=NC=N3. Cell line: HOP-92. Synergy scores: CSS=5.17, Synergy_ZIP=-1.21, Synergy_Bliss=0.598, Synergy_Loewe=1.47, Synergy_HSA=0.894. Drug 2: CC(C)(C#N)C1=CC(=CC(=C1)CN2C=NC=N2)C(C)(C)C#N. (4) Drug 1: C1CC(=O)NC(=O)C1N2CC3=C(C2=O)C=CC=C3N. Drug 2: N.N.Cl[Pt+2]Cl. Cell line: SK-MEL-28. Synergy scores: CSS=4.51, Synergy_ZIP=1.55, Synergy_Bliss=7.08, Synergy_Loewe=1.56, Synergy_HSA=0.958. (5) Drug 1: CC1C(C(=O)NC(C(=O)N2CCCC2C(=O)N(CC(=O)N(C(C(=O)O1)C(C)C)C)C)C(C)C)NC(=O)C3=C4C(=C(C=C3)C)OC5=C(C(=O)C(=C(C5=N4)C(=O)NC6C(OC(=O)C(N(C(=O)CN(C(=O)C7CCCN7C(=O)C(NC6=O)C(C)C)C)C)C(C)C)C)N)C. Drug 2: C1CN1C2=NC(=NC(=N2)N3CC3)N4CC4. Cell line: HT29. Synergy scores: CSS=39.1, Synergy_ZIP=1.42, Synergy_Bliss=9.25, Synergy_Loewe=4.45, Synergy_HSA=5.53. (6) Drug 1: C(CC(=O)O)C(=O)CN.Cl. Drug 2: CC1=C(C(=O)C2=C(C1=O)N3CC4C(C3(C2COC(=O)N)OC)N4)N. Cell line: HCC-2998. Synergy scores: CSS=34.7, Synergy_ZIP=-7.91, Synergy_Bliss=-6.04, Synergy_Loewe=-9.84, Synergy_HSA=1.87. (7) Drug 1: CC1CCC2CC(C(=CC=CC=CC(CC(C(=O)C(C(C(=CC(C(=O)CC(OC(=O)C3CCCCN3C(=O)C(=O)C1(O2)O)C(C)CC4CCC(C(C4)OC)OCCO)C)C)O)OC)C)C)C)OC. Drug 2: CN(CCCl)CCCl.Cl. Cell line: HL-60(TB). Synergy scores: CSS=50.3, Synergy_ZIP=-2.64, Synergy_Bliss=-3.44, Synergy_Loewe=0.330, Synergy_HSA=-0.301. (8) Drug 1: C1CCN(CC1)CCOC2=CC=C(C=C2)C(=O)C3=C(SC4=C3C=CC(=C4)O)C5=CC=C(C=C5)O. Drug 2: C(CN)CNCCSP(=O)(O)O. Cell line: CAKI-1. Synergy scores: CSS=0.904, Synergy_ZIP=-1.21, Synergy_Bliss=-1.61, Synergy_Loewe=-1.77, Synergy_HSA=-2.75. (9) Drug 1: C1CC(=O)NC(=O)C1N2CC3=C(C2=O)C=CC=C3N. Drug 2: CC1=C(C=C(C=C1)C(=O)NC2=CC(=CC(=C2)C(F)(F)F)N3C=C(N=C3)C)NC4=NC=CC(=N4)C5=CN=CC=C5. Cell line: SF-268. Synergy scores: CSS=6.93, Synergy_ZIP=-0.282, Synergy_Bliss=0.258, Synergy_Loewe=-0.115, Synergy_HSA=-1.17.